This data is from hERG Central: cardiac toxicity at 1µM, 10µM, and general inhibition. The task is: Predict hERG channel inhibition at various concentrations. (1) The molecule is COc1ccc(C)c2sc(N(CCN(C)C)C(=O)c3cccc(N4C(=O)CCC4=O)c3)nc12.Cl. Results: hERG_inhib (hERG inhibition (general)): blocker. (2) The compound is O=C(NCCN1C(=O)S/C(=C\c2ccc(OC(F)F)cc2)C1=O)c1cnccn1. Results: hERG_inhib (hERG inhibition (general)): blocker. (3) The drug is CSc1ccc(CN(C)CC(=O)NCc2ccccc2)cc1. Results: hERG_inhib (hERG inhibition (general)): blocker. (4) The drug is Br.CC(C)(C)c1ccc(CN2C3=NCCCN3c3ccccc32)cc1. Results: hERG_inhib (hERG inhibition (general)): blocker. (5) The drug is C=C(C)COc1ccc2c(C)c(CCC(=O)N3C[C@@H]4C[C@H](C3)Cn3c4cccc3=O)c(=O)oc2c1. Results: hERG_inhib (hERG inhibition (general)): blocker. (6) The compound is CN(C(=O)CO/N=C/c1ccc(OC(F)F)cc1)C1CCS(=O)(=O)C1. Results: hERG_inhib (hERG inhibition (general)): blocker. (7) The compound is COc1ccc(CN2CCN(Cc3ccc4ccccc4c3)CC2)cc1OC.O=C(O)C(=O)O. Results: hERG_inhib (hERG inhibition (general)): blocker. (8) Results: hERG_inhib (hERG inhibition (general)): blocker. The compound is CCOC(=O)N1CCC(N2Cc3cccc(C(=O)Nc4ccc(F)cc4)c3C2=O)CC1. (9) The molecule is CCN(CC)CCCNC(=O)C1CCN(c2ncnc3c2sc2cccc(F)c23)CC1. Results: hERG_inhib (hERG inhibition (general)): blocker.